Predict the product of the given reaction. From a dataset of Forward reaction prediction with 1.9M reactions from USPTO patents (1976-2016). (1) Given the reactants [F:1][C:2]1[CH:7]=[C:6]([C:8]2[C:16]([C:17]3[CH:22]=[CH:21][N:20]=[C:19](SC)[N:18]=3)=[C:11]3[CH:12]=[CH:13][CH:14]=[CH:15][N:10]3[N:9]=2)[CH:5]=[CH:4][N:3]=1.ClC1C=C(C=CC=1)C(OO)=O.[CH:36]([NH2:39])([CH3:38])[CH3:37], predict the reaction product. The product is: [F:1][C:2]1[CH:7]=[C:6]([C:8]2[C:16]([C:17]3[CH:22]=[CH:21][N:20]=[C:19]([NH:39][CH:36]([CH3:38])[CH3:37])[N:18]=3)=[C:11]3[CH:12]=[CH:13][CH:14]=[CH:15][N:10]3[N:9]=2)[CH:5]=[CH:4][N:3]=1. (2) The product is: [O:8]1[CH2:11][CH:10]([N:12]2[CH2:13][CH2:14][N:15]([C:18]3[CH:23]=[CH:22][C:21]([NH:24][C:25]4[N:30]=[CH:29][N:28]=[C:27]([C:31]5[CH:32]=[CH:33][C:34]([O:39][C@@H:40]6[CH2:44][CH2:43][N:42]([C:5]([CH:3]7[CH2:2][O:1][CH2:4]7)=[O:7])[CH2:41]6)=[C:35]([CH:38]=5)[C:36]#[N:37])[N:26]=4)=[CH:20][CH:19]=3)[CH2:16][CH2:17]2)[CH2:9]1. Given the reactants [O:1]1[CH2:4][CH:3]([C:5]([OH:7])=O)[CH2:2]1.[O:8]1[CH2:11][CH:10]([N:12]2[CH2:17][CH2:16][N:15]([C:18]3[CH:23]=[CH:22][C:21]([NH:24][C:25]4[N:30]=[CH:29][N:28]=[C:27]([C:31]5[CH:32]=[CH:33][C:34]([O:39][C@@H:40]6[CH2:44][CH2:43][NH:42][CH2:41]6)=[C:35]([CH:38]=5)[C:36]#[N:37])[N:26]=4)=[CH:20][CH:19]=3)[CH2:14][CH2:13]2)[CH2:9]1, predict the reaction product. (3) Given the reactants Cl.Cl.[CH2:3]([NH:5][C:6]1[NH:10][C:9]2[CH:11]=[CH:12][C:13]([C:15]3[CH:16]=[CH:17][C:18]4[O:24][CH2:23][CH2:22][NH:21][CH2:20][C:19]=4[CH:25]=3)=[CH:14][C:8]=2[N:7]=1)[CH3:4].Cl[C:27]1[N:36]=[C:35](Cl)[C:34]2[C:29](=[CH:30][CH:31]=[CH:32][CH:33]=2)[N:28]=1.[CH3:38][NH2:39], predict the reaction product. The product is: [CH2:3]([NH:5][C:6]1[NH:7][C:8]2[CH:14]=[C:13]([C:15]3[CH:16]=[CH:17][C:18]4[O:24][CH2:23][CH2:22][N:21]([C:35]5[C:34]6[C:29](=[CH:30][CH:31]=[CH:32][CH:33]=6)[N:28]=[C:27]([NH:39][CH3:38])[N:36]=5)[CH2:20][C:19]=4[CH:25]=3)[CH:12]=[CH:11][C:9]=2[N:10]=1)[CH3:4]. (4) Given the reactants C([Li])CCC.CCCCCCC.C(O[C:16](=[O:25])[NH:17][C:18]1[CH:23]=[CH:22][CH:21]=[CH:20][C:19]=1Br)C.[F:26][C:27]1[CH:34]=[CH:33][CH:32]=[CH:31][C:28]=1[C:29]#[N:30].[Cl-].[NH4+], predict the reaction product. The product is: [F:26][C:27]1[CH:34]=[CH:33][CH:32]=[CH:31][C:28]=1[C:29]1[C:19]2[C:18](=[CH:23][CH:22]=[CH:21][CH:20]=2)[NH:17][C:16](=[O:25])[N:30]=1. (5) Given the reactants [C:1]([C:3]1[C:4]([N:17]2[CH2:20][CH:19]([C:21]([OH:23])=O)[CH2:18]2)=[N:5][C:6]([CH:14]([F:16])[F:15])=[C:7]([C:9]([O:11][CH2:12][CH3:13])=[O:10])[CH:8]=1)#[N:2].[F:24][C:25]1[CH:30]=[CH:29][C:28]([CH2:31][S:32]([NH2:35])(=[O:34])=[O:33])=[CH:27][CH:26]=1, predict the reaction product. The product is: [C:1]([C:3]1[C:4]([N:17]2[CH2:18][CH:19]([C:21]([NH:35][S:32]([CH2:31][C:28]3[CH:29]=[CH:30][C:25]([F:24])=[CH:26][CH:27]=3)(=[O:34])=[O:33])=[O:23])[CH2:20]2)=[N:5][C:6]([CH:14]([F:15])[F:16])=[C:7]([CH:8]=1)[C:9]([O:11][CH2:12][CH3:13])=[O:10])#[N:2]. (6) Given the reactants Cl[C:2]1[CH:3]=[N:4][CH:5]=[C:6]([Cl:17])[C:7]=1[N:8]1[CH2:13][CH2:12][CH:11]([C:14]([NH2:16])=[O:15])[CH2:10][CH2:9]1.[N:18]1[CH:23]=[C:22](B(O)O)[CH:21]=[N:20][CH:19]=1.C(=O)([O-])[O-].[Na+].[Na+], predict the reaction product. The product is: [Cl:17][C:6]1[CH:5]=[N:4][CH:3]=[C:2]([C:22]2[CH:23]=[N:18][CH:19]=[N:20][CH:21]=2)[C:7]=1[N:8]1[CH2:13][CH2:12][CH:11]([C:14]([NH2:16])=[O:15])[CH2:10][CH2:9]1.